From a dataset of Full USPTO retrosynthesis dataset with 1.9M reactions from patents (1976-2016). Predict the reactants needed to synthesize the given product. (1) Given the product [CH2:21]([O:24][C:25]([C:12]1[N:11]([CH3:15])[N:10]=[C:9]([C:3]2[C:2]([F:1])=[CH:7][C:6]([Cl:8])=[CH:5][N:4]=2)[CH:13]=1)=[O:27])[CH3:22], predict the reactants needed to synthesize it. The reactants are: [F:1][C:2]1[C:3]([C:9]2[CH:13]=[C:12](Br)[N:11]([CH3:15])[N:10]=2)=[N:4][CH:5]=[C:6]([Cl:8])[CH:7]=1.C(N([CH2:21][CH3:22])CC)C.[C]=[O:24].[CH2:25]([OH:27])C. (2) Given the product [CH2:17]([N:24]1[C:32]2[C:27](=[CH:28][CH:29]=[CH:30][CH:31]=2)[C:26]([C:33]([N:11]2[CH2:10][CH2:9][C:8]3([C:5]4[CH:6]=[CH:7][C:2]([Br:1])=[CH:3][C:4]=4[C:15](=[O:16])[O:14]3)[CH2:13][CH2:12]2)=[O:34])=[C:25]1[CH3:36])[C:18]1[CH:19]=[CH:20][CH:21]=[CH:22][CH:23]=1, predict the reactants needed to synthesize it. The reactants are: [Br:1][C:2]1[CH:7]=[CH:6][C:5]2[C:8]3([O:14][C:15](=[O:16])[C:4]=2[CH:3]=1)[CH2:13][CH2:12][NH:11][CH2:10][CH2:9]3.[CH2:17]([N:24]1[C:32]2[C:27](=[CH:28][CH:29]=[CH:30][CH:31]=2)[C:26]([C:33](O)=[O:34])=[C:25]1[CH3:36])[C:18]1[CH:23]=[CH:22][CH:21]=[CH:20][CH:19]=1. (3) Given the product [CH2:17]([O:15][C:5]1[CH:6]=[CH:7][C:8]([S:10](=[O:14])(=[O:13])[NH:11][CH3:12])=[CH:9][C:4]=1[C:3]([OH:2])=[O:16])[CH3:18], predict the reactants needed to synthesize it. The reactants are: C[O:2][C:3](=[O:16])[C:4]1[CH:9]=[C:8]([S:10](=[O:14])(=[O:13])[NH:11][CH3:12])[CH:7]=[CH:6][C:5]=1[OH:15].[CH2:17](O)[CH3:18]. (4) Given the product [C:20]([O:19][C:17](=[O:18])[CH2:16][C:3]1([C:2]#[N:9])[CH:8]=[CH:7][CH2:6][CH:5]=[CH:4]1)([CH3:23])([CH3:22])[CH3:21], predict the reactants needed to synthesize it. The reactants are: [Li].[C:2](#[N:9])[C:3]1[CH:8]=[CH:7][CH:6]=[CH:5][CH:4]=1.CC(O)(C)C.Br[CH2:16][C:17]([O:19][C:20]([CH3:23])([CH3:22])[CH3:21])=[O:18].[Cl-].[NH4+]. (5) The reactants are: Br[C:2]1[C:3]([CH3:19])=[N:4][C:5]2[N:6]([N:9]=[C:10]([C:12]3[CH:17]=[CH:16][CH:15]=[C:14]([Cl:18])[CH:13]=3)[CH:11]=2)[C:7]=1Cl.[F:20][C:21]1[CH:26]=[CH:25][C:24]([Mg]Br)=[CH:23][CH:22]=1.CCOCC.[Li+].[Cl-].C1COCC1.Cl[C:42](=[O:47])[C:43]([O:45][CH3:46])=[O:44]. Given the product [Cl:18][C:14]1[CH:13]=[C:12]([C:10]2[CH:11]=[C:5]3[N:4]=[C:3]([CH3:19])[C:2]([C:42](=[O:47])[C:43]([O:45][CH3:46])=[O:44])=[C:7]([C:24]4[CH:25]=[CH:26][C:21]([F:20])=[CH:22][CH:23]=4)[N:6]3[N:9]=2)[CH:17]=[CH:16][CH:15]=1, predict the reactants needed to synthesize it.